Regression. Given two drug SMILES strings and cell line genomic features, predict the synergy score measuring deviation from expected non-interaction effect. From a dataset of NCI-60 drug combinations with 297,098 pairs across 59 cell lines. (1) Drug 1: C1=NC2=C(N=C(N=C2N1C3C(C(C(O3)CO)O)F)Cl)N. Synergy scores: CSS=17.9, Synergy_ZIP=-0.288, Synergy_Bliss=0.736, Synergy_Loewe=-15.5, Synergy_HSA=1.93. Cell line: SN12C. Drug 2: C(CCl)NC(=O)N(CCCl)N=O. (2) Drug 1: CCCS(=O)(=O)NC1=C(C(=C(C=C1)F)C(=O)C2=CNC3=C2C=C(C=N3)C4=CC=C(C=C4)Cl)F. Drug 2: CN(C(=O)NC(C=O)C(C(C(CO)O)O)O)N=O. Cell line: LOX IMVI. Synergy scores: CSS=37.4, Synergy_ZIP=0.752, Synergy_Bliss=0.736, Synergy_Loewe=-5.05, Synergy_HSA=4.06. (3) Drug 1: CC1C(C(CC(O1)OC2CC(CC3=C2C(=C4C(=C3O)C(=O)C5=C(C4=O)C(=CC=C5)OC)O)(C(=O)CO)O)N)O.Cl. Drug 2: CC(C)CN1C=NC2=C1C3=CC=CC=C3N=C2N. Cell line: K-562. Synergy scores: CSS=52.6, Synergy_ZIP=-7.57, Synergy_Bliss=-10.9, Synergy_Loewe=-9.52, Synergy_HSA=-8.19. (4) Drug 1: CC1C(C(CC(O1)OC2CC(CC3=C2C(=C4C(=C3O)C(=O)C5=C(C4=O)C(=CC=C5)OC)O)(C(=O)C)O)N)O.Cl. Drug 2: C#CCC(CC1=CN=C2C(=N1)C(=NC(=N2)N)N)C3=CC=C(C=C3)C(=O)NC(CCC(=O)O)C(=O)O. Cell line: SK-MEL-28. Synergy scores: CSS=3.26, Synergy_ZIP=-4.23, Synergy_Bliss=-7.12, Synergy_Loewe=-9.19, Synergy_HSA=-8.88.